This data is from Full USPTO retrosynthesis dataset with 1.9M reactions from patents (1976-2016). The task is: Predict the reactants needed to synthesize the given product. (1) The reactants are: Cl[CH:2](Cl)[C:3]1[CH:4]=[N:5][N:6]([CH3:11])[C:7]=1[N+:8]([O-:10])=[O:9].C([OH:15])C. Given the product [CH3:11][N:6]1[C:7]([N+:8]([O-:10])=[O:9])=[C:3]([CH:2]=[O:15])[CH:4]=[N:5]1, predict the reactants needed to synthesize it. (2) Given the product [CH3:3][C:4]1[CH:9]=[C:8]([C:10]2([C:11]#[N:12])[CH2:15][CH2:14]2)[CH:7]=[CH:6][N:5]=1, predict the reactants needed to synthesize it. The reactants are: [OH-].[Na+].[CH3:3][C:4]1[CH:9]=[C:8]([CH2:10][C:11]#[N:12])[CH:7]=[CH:6][N:5]=1.Br[CH2:14][CH2:15]Cl.Cl.